Dataset: Forward reaction prediction with 1.9M reactions from USPTO patents (1976-2016). Task: Predict the product of the given reaction. (1) Given the reactants [Si]([O:8][C:9]1[CH:14]=[CH:13][C:12]([C:15]([CH:27]2[CH2:31][CH2:30][CH2:29][CH2:28]2)([CH3:26])[C:16]([O:18][CH:19]2[CH2:24][CH2:23][N:22]([CH3:25])[CH2:21][CH2:20]2)=[O:17])=[CH:11][CH:10]=1)(C(C)(C)C)(C)C.Cl, predict the reaction product. The product is: [CH:27]1([C:15]([C:12]2[CH:11]=[CH:10][C:9]([OH:8])=[CH:14][CH:13]=2)([CH3:26])[C:16]([O:18][CH:19]2[CH2:24][CH2:23][N:22]([CH3:25])[CH2:21][CH2:20]2)=[O:17])[CH2:31][CH2:30][CH2:29][CH2:28]1. (2) Given the reactants [C:1]([OH:10])(=[O:9])[C:2]1[C:3](=[CH:5][CH:6]=[CH:7][CH:8]=1)[OH:4].[CH2:11]([O:17][C:18]([NH:20][C:21](=[NH:56])[C:22]1[CH:27]=[CH:26][C:25]([NH:28][CH2:29][C:30]2[N:34]([CH3:35])[C:33]3[CH:36]=[CH:37][C:38]([C:40]([N:42]([C:50]4[CH:55]=[CH:54][CH:53]=[CH:52][N:51]=4)[CH2:43][CH2:44][C:45]([O:47][CH2:48][CH3:49])=[O:46])=[O:41])=[CH:39][C:32]=3[N:31]=2)=[CH:24][CH:23]=1)=[O:19])[CH2:12][CH2:13][CH2:14][CH2:15][CH3:16], predict the reaction product. The product is: [C:1]([OH:10])(=[O:9])[C:2]1[C:3](=[CH:5][CH:6]=[CH:7][CH:8]=1)[OH:4].[CH2:48]([O:47][C:45](=[O:46])[CH2:44][CH2:43][N:42]([C:40]([C:38]1[CH:37]=[CH:36][C:33]2[N:34]([CH3:35])[C:30]([CH2:29][NH:28][C:25]3[CH:26]=[CH:27][C:22]([C:21]([NH:20][C:18]([O:17][CH2:11][CH2:12][CH2:13][CH2:14][CH2:15][CH3:16])=[O:19])=[NH:56])=[CH:23][CH:24]=3)=[N:31][C:32]=2[CH:39]=1)=[O:41])[C:50]1[CH:55]=[CH:54][CH:53]=[CH:52][N:51]=1)[CH3:49]. (3) Given the reactants C([O:3][C:4]([C@H:6]1[N:10]2[C:11](=[O:21])[C:12]([NH:16][CH:17]3[CH2:20][CH2:19][CH2:18]3)=[N:13][C:14]([Cl:15])=[C:9]2[C@H:8]([CH2:22][CH2:23][CH2:24][C:25]2[CH:30]=[CH:29][CH:28]=[CH:27][CH:26]=2)[CH2:7]1)=[O:5])C.[Li+].[OH-].C(O)(=O)CC(CC(O)=O)(C(O)=O)O, predict the reaction product. The product is: [Cl:15][C:14]1[N:13]=[C:12]([NH:16][CH:17]2[CH2:18][CH2:19][CH2:20]2)[C:11](=[O:21])[N:10]2[C@H:6]([C:4]([OH:5])=[O:3])[CH2:7][C@@H:8]([CH2:22][CH2:23][CH2:24][C:25]3[CH:30]=[CH:29][CH:28]=[CH:27][CH:26]=3)[C:9]=12. (4) Given the reactants Cl[C:2]1[CH:3]=[C:4]([CH:9]=[C:10]([CH3:12])[N:11]=1)[C:5]([O:7][CH3:8])=[O:6], predict the reaction product. The product is: [CH3:12][CH:10]1[CH2:9][CH:4]([C:5]([O:7][CH3:8])=[O:6])[CH2:3][CH2:2][NH:11]1. (5) The product is: [NH:10]1[C:11]2[CH:16]=[CH:15][CH:14]=[CH:13][C:12]=2[N:8]=[C:9]1[C:17]1[C:25]2[C:20](=[CH:21][CH:22]=[C:23]([NH:26][C:27](=[O:35])[C:28]3[CH:33]=[CH:32][CH:31]=[C:30]([F:34])[CH:29]=3)[CH:24]=2)[NH:19][N:18]=1. Given the reactants C(O)(C(F)(F)F)=O.[NH:8]1[C:12]2[CH:13]=[CH:14][CH:15]=[CH:16][C:11]=2[N:10]=[C:9]1[C:17]1[C:25]2[C:20](=[CH:21][CH:22]=[C:23]([NH:26][C:27](=[O:35])[C:28]3[CH:33]=[CH:32][CH:31]=[C:30]([F:34])[CH:29]=3)[CH:24]=2)[N:19](C2CCCCO2)[N:18]=1, predict the reaction product.